This data is from Full USPTO retrosynthesis dataset with 1.9M reactions from patents (1976-2016). The task is: Predict the reactants needed to synthesize the given product. (1) Given the product [CH:1]1([CH:7]([NH:21][C:22]2[CH:23]=[CH:24][C:25]([C:26]([N:32]([CH3:31])[CH2:33][CH2:34][C:35]([OH:37])=[O:36])=[O:27])=[CH:29][CH:30]=2)[C:8]2[CH:12]=[C:11]([CH:13]3[CH2:14][CH2:15][O:16][CH2:17][CH2:18]3)[S:10][C:9]=2[CH2:19][CH3:20])[CH2:6][CH2:5][CH2:4][CH2:3][CH2:2]1, predict the reactants needed to synthesize it. The reactants are: [CH:1]1([CH:7]([NH:21][C:22]2[CH:30]=[CH:29][C:25]([C:26](O)=[O:27])=[CH:24][CH:23]=2)[C:8]2[CH:12]=[C:11]([CH:13]3[CH2:18][CH2:17][O:16][CH2:15][CH2:14]3)[S:10][C:9]=2[CH2:19][CH3:20])[CH2:6][CH2:5][CH2:4][CH2:3][CH2:2]1.[CH3:31][NH:32][CH2:33][CH2:34][C:35]([O:37]CC)=[O:36].O.ON1C2C=CC=CC=2N=N1.Cl.C(N=C=NCCCN(C)C)C.[Cl-].[NH4+].[OH-].[Na+]. (2) The reactants are: C(N(CC)CC)C.ClC(OCC)=O.[C:14]([CH2:17][N:18]1[C:27]2[C:22](=[CH:23][CH:24]=[CH:25][CH:26]=2)[CH2:21][CH:20]([NH:28][C:29]([C:31]2[NH:32][C:33]3[C:38]([CH:39]=2)=[CH:37][C:36]([Cl:40])=[CH:35][CH:34]=3)=[O:30])[C:19]1=[O:41])(O)=[O:15].[Li+].[BH4-]. Given the product [Cl:40][C:36]1[CH:37]=[C:38]2[C:33](=[CH:34][CH:35]=1)[NH:32][C:31]([C:29]([NH:28][CH:20]1[CH2:21][C:22]3[C:27](=[CH:26][CH:25]=[CH:24][CH:23]=3)[N:18]([CH2:17][CH2:14][OH:15])[C:19]1=[O:41])=[O:30])=[CH:39]2, predict the reactants needed to synthesize it. (3) Given the product [Cl:1][C:2]1[CH:3]=[C:4]([C:8]2[CH:12]=[C:11]([OH:13])[N:17]=[N:16][C:9]=2[OH:10])[CH:5]=[CH:6][CH:7]=1, predict the reactants needed to synthesize it. The reactants are: [Cl:1][C:2]1[CH:3]=[C:4]([C:8]2[C:9](=O)[O:10][C:11](=[O:13])[CH:12]=2)[CH:5]=[CH:6][CH:7]=1.O.[NH2:16][NH2:17]. (4) Given the product [Cl:9][C:10]1[CH:15]=[CH:14][C:13]([CH2:16][CH2:17][NH:18][C:19](=[O:25])[CH2:20][C:21]([F:24])([F:23])[F:22])=[CH:12][C:11]=1[CH:26]=[O:27], predict the reactants needed to synthesize it. The reactants are: C[N+]1([O-])CCOCC1.[Cl:9][C:10]1[CH:15]=[CH:14][C:13]([CH2:16][CH2:17][NH:18][C:19](=[O:25])[CH2:20][C:21]([F:24])([F:23])[F:22])=[CH:12][C:11]=1[CH2:26][OH:27].